From a dataset of Reaction yield outcomes from USPTO patents with 853,638 reactions. Predict the reaction yield, written as a fraction of the theoretical maximum amount of product (1.0 means a 100% yield; for example, 0.34 means a 34% yield). (1) The reactants are Cl[CH2:2][C:3]1[N:4]=[N:5][C:6]([C:9]2[C:14]([Cl:15])=[CH:13][CH:12]=[CH:11][N:10]=2)=[CH:7][CH:8]=1.[N-:16]=[N+:17]=[N-:18].[Na+].O. The catalyst is CN(C=O)C. The product is [N:16]([CH2:2][C:3]1[N:4]=[N:5][C:6]([C:9]2[C:14]([Cl:15])=[CH:13][CH:12]=[CH:11][N:10]=2)=[CH:7][CH:8]=1)=[N+:17]=[N-:18]. The yield is 0.840. (2) The reactants are CC1(C)[O:9][C:8](=[O:10])[C:5]2([CH2:7][CH2:6]2)[C:4](=[O:11])O1.[CH:13]1([CH2:19][NH2:20])[CH2:18][CH2:17][CH2:16][CH2:15][CH2:14]1. The catalyst is C(O)C. The product is [CH:13]1([CH2:19][N:20]2[CH2:6][CH2:7][CH:5]([C:8]([OH:9])=[O:10])[C:4]2=[O:11])[CH2:18][CH2:17][CH2:16][CH2:15][CH2:14]1. The yield is 0.860.